This data is from NCI-60 drug combinations with 297,098 pairs across 59 cell lines. The task is: Regression. Given two drug SMILES strings and cell line genomic features, predict the synergy score measuring deviation from expected non-interaction effect. (1) Drug 1: C1=CC(=CC=C1CCC2=CNC3=C2C(=O)NC(=N3)N)C(=O)NC(CCC(=O)O)C(=O)O. Drug 2: C1=NC2=C(N1)C(=S)N=C(N2)N. Cell line: IGROV1. Synergy scores: CSS=34.1, Synergy_ZIP=-8.66, Synergy_Bliss=-3.13, Synergy_Loewe=-7.91, Synergy_HSA=0.0602. (2) Drug 1: C1CC(=O)NC(=O)C1N2CC3=C(C2=O)C=CC=C3N. Drug 2: CC1=CC2C(CCC3(C2CCC3(C(=O)C)OC(=O)C)C)C4(C1=CC(=O)CC4)C. Cell line: HOP-92. Synergy scores: CSS=-6.21, Synergy_ZIP=4.11, Synergy_Bliss=-1.90, Synergy_Loewe=-10.6, Synergy_HSA=-10.3. (3) Drug 1: CC1=C2C(C(=O)C3(C(CC4C(C3C(C(C2(C)C)(CC1OC(=O)C(C(C5=CC=CC=C5)NC(=O)OC(C)(C)C)O)O)OC(=O)C6=CC=CC=C6)(CO4)OC(=O)C)O)C)O. Drug 2: CN(C(=O)NC(C=O)C(C(C(CO)O)O)O)N=O. Synergy scores: CSS=-1.09, Synergy_ZIP=0.739, Synergy_Bliss=0.516, Synergy_Loewe=-1.43, Synergy_HSA=-1.34. Cell line: UO-31. (4) Drug 1: C1=NC2=C(N=C(N=C2N1C3C(C(C(O3)CO)O)O)F)N. Drug 2: CCC1=C2CN3C(=CC4=C(C3=O)COC(=O)C4(CC)O)C2=NC5=C1C=C(C=C5)O. Cell line: HCT-15. Synergy scores: CSS=5.75, Synergy_ZIP=-2.82, Synergy_Bliss=-3.61, Synergy_Loewe=-27.6, Synergy_HSA=-4.43. (5) Drug 1: COC1=C2C(=CC3=C1OC=C3)C=CC(=O)O2. Drug 2: CC(C)CN1C=NC2=C1C3=CC=CC=C3N=C2N. Cell line: NCIH23. Synergy scores: CSS=-6.06, Synergy_ZIP=3.73, Synergy_Bliss=1.10, Synergy_Loewe=-4.59, Synergy_HSA=-4.78.